From a dataset of Forward reaction prediction with 1.9M reactions from USPTO patents (1976-2016). Predict the product of the given reaction. (1) Given the reactants [CH:1]1([N:4]2[C:8]3[C:9]([O:22][C@@H:23]([C@H:25]4[CH2:29][NH:28][C:27](=[O:30])[CH2:26]4)[CH3:24])=[CH:10][C:11](B4OC(C)(C)C(C)(C)O4)=[CH:12][C:7]=3[N:6]=[CH:5]2)[CH2:3][CH2:2]1.I[C:32]1[N:36]([CH:37]2[CH2:42][CH2:41][O:40][CH2:39][CH2:38]2)[N:35]=[CH:34][CH:33]=1.C([O-])([O-])=O.[Na+].[Na+].N#N, predict the reaction product. The product is: [CH:1]1([N:4]2[C:8]3[C:9]([O:22][C@@H:23]([C@H:25]4[CH2:29][NH:28][C:27](=[O:30])[CH2:26]4)[CH3:24])=[CH:10][C:11]([C:32]4[N:36]([CH:37]5[CH2:42][CH2:41][O:40][CH2:39][CH2:38]5)[N:35]=[CH:34][CH:33]=4)=[CH:12][C:7]=3[N:6]=[CH:5]2)[CH2:2][CH2:3]1. (2) Given the reactants [CH2:1]([SH:9])[CH2:2][CH2:3][CH2:4][CH2:5][CH2:6][CH2:7][CH3:8].C1C(=O)N(Cl)C(=O)C1.[C:18]1([Zn]Br)[CH:23]=[CH:22][CH:21]=[CH:20][CH:19]=1, predict the reaction product. The product is: [CH2:1]([S:9][C:18]1[CH:23]=[CH:22][CH:21]=[CH:20][CH:19]=1)[CH2:2][CH2:3][CH2:4][CH2:5][CH2:6][CH2:7][CH3:8]. (3) Given the reactants [OH:1][CH2:2][C:3]1[CH:8]=[CH:7][C:6]([CH:9]2[CH2:14][CH2:13][N:12]([C:15]([O:17][CH2:18][C:19]3[CH:24]=[CH:23][CH:22]=[CH:21][CH:20]=3)=[O:16])[CH2:11][CH:10]2[O:25][CH2:26][C:27]2[CH:28]=[CH:29][C:30]3[O:35][CH2:34][CH2:33][N:32]([CH2:36][CH2:37][CH2:38][O:39][CH3:40])[C:31]=3[CH:41]=2)=[CH:5][CH:4]=1.[H-].[Na+].Cl[C:45](Cl)(Cl)[C:46]#N.F[C:51](F)(F)S(O)(=O)=O.C(=O)([O-])O.[Na+], predict the reaction product. The product is: [CH:46]([O:1][CH2:2][C:3]1[CH:4]=[CH:5][C:6]([CH:9]2[CH2:14][CH2:13][N:12]([C:15]([O:17][CH2:18][C:19]3[CH:20]=[CH:21][CH:22]=[CH:23][CH:24]=3)=[O:16])[CH2:11][CH:10]2[O:25][CH2:26][C:27]2[CH:28]=[CH:29][C:30]3[O:35][CH2:34][CH2:33][N:32]([CH2:36][CH2:37][CH2:38][O:39][CH3:40])[C:31]=3[CH:41]=2)=[CH:7][CH:8]=1)([CH3:45])[CH3:51]. (4) Given the reactants Br[Si](C)(C)C.CC(O[O:10][P:11]([CH2:18][P:19]([CH2:25][CH2:26][CH2:27][CH2:28][CH2:29][CH2:30][CH2:31][CH2:32][CH2:33][CH2:34][CH2:35][CH2:36][CH2:37][CH2:38][CH2:39][CH2:40][CH3:41])([O:21]C(C)C)=[O:20])(=[O:17])[O:12]OC(C)C)C.C(N(CCCC)CCCC)CCC.[Na+:55].[I-].CC(C)=O, predict the reaction product. The product is: [Na+:55].[Na+:55].[Na+:55].[CH2:25]([P:19]([CH2:18][P:11](=[O:10])([O-:17])[O-:12])([OH:21])=[O:20])[CH2:26][CH2:27][CH2:28][CH2:29][CH2:30][CH2:31][CH2:32][CH2:33][CH2:34][CH2:35][CH2:36][CH2:37][CH2:38][CH2:39][CH2:40][CH3:41]. (5) Given the reactants [N:1]12[CH2:7][C:4]([C:8]([C:16]3[CH:21]=[CH:20][CH:19]=[CH:18][CH:17]=3)([C:10]3[CH:15]=[CH:14][CH:13]=[CH:12][CH:11]=3)[OH:9])([CH2:5][CH2:6]1)[CH2:3][CH2:2]2.[CH3:22][O:23][C:24]1[CH:29]=[CH:28][CH:27]=[C:26]([CH2:30][Br:31])[CH:25]=1, predict the reaction product. The product is: [Br-:31].[OH:9][C:8]([C:16]1[CH:21]=[CH:20][CH:19]=[CH:18][CH:17]=1)([C:10]1[CH:15]=[CH:14][CH:13]=[CH:12][CH:11]=1)[C:4]12[CH2:7][N+:1]([CH2:30][C:26]3[CH:27]=[CH:28][CH:29]=[C:24]([O:23][CH3:22])[CH:25]=3)([CH2:6][CH2:5]1)[CH2:2][CH2:3]2. (6) Given the reactants Br[CH2:2][C:3]1[CH:4]=[C:5]([CH:10]=[CH:11][CH:12]=1)[C:6]([O:8][CH3:9])=[O:7].[C:13]([N:17]1[C:21](=[O:22])[C:20]([NH:23][CH:24]2[CH2:29][CH2:28][NH:27][CH2:26][CH2:25]2)=[C:19]([C:30]2[CH:35]=[CH:34][CH:33]=[CH:32][CH:31]=2)[S:18]1(=[O:37])=[O:36])([CH3:16])([CH3:15])[CH3:14], predict the reaction product. The product is: [C:13]([N:17]1[C:21](=[O:22])[C:20]([NH:23][CH:24]2[CH2:29][CH2:28][N:27]([CH2:2][C:3]3[CH:4]=[C:5]([CH:10]=[CH:11][CH:12]=3)[C:6]([O:8][CH3:9])=[O:7])[CH2:26][CH2:25]2)=[C:19]([C:30]2[CH:31]=[CH:32][CH:33]=[CH:34][CH:35]=2)[S:18]1(=[O:37])=[O:36])([CH3:16])([CH3:14])[CH3:15]. (7) Given the reactants [CH3:1][O:2][C:3]1[CH:8]=[CH:7][CH:6]=[CH:5][C:4]=1[NH:9][C:10]1[C:11]([NH2:16])=[CH:12][CH:13]=[CH:14][CH:15]=1.[S:17](N)(N)(=[O:19])=[O:18], predict the reaction product. The product is: [CH3:1][O:2][C:3]1[CH:8]=[CH:7][CH:6]=[CH:5][C:4]=1[N:9]1[C:10]2[CH:15]=[CH:14][CH:13]=[CH:12][C:11]=2[NH:16][S:17]1(=[O:19])=[O:18]. (8) Given the reactants CC1(C)O[C:6](=[O:8])[C:5](=[CH:9][NH:10][C:11]2[CH:15]=[CH:14][S:13][CH:12]=2)C(=O)O1.C1(OC2C=CC=CC=2)C=CC=CC=1, predict the reaction product. The product is: [S:13]1[C:12]2[C:11](=[N:10][CH:9]=[CH:5][C:6]=2[OH:8])[CH:15]=[CH:14]1.